From a dataset of NCI-60 drug combinations with 297,098 pairs across 59 cell lines. Regression. Given two drug SMILES strings and cell line genomic features, predict the synergy score measuring deviation from expected non-interaction effect. (1) Drug 1: C1CCC(CC1)NC(=O)N(CCCl)N=O. Drug 2: CC1CCC2CC(C(=CC=CC=CC(CC(C(=O)C(C(C(=CC(C(=O)CC(OC(=O)C3CCCCN3C(=O)C(=O)C1(O2)O)C(C)CC4CCC(C(C4)OC)OCCO)C)C)O)OC)C)C)C)OC. Cell line: SW-620. Synergy scores: CSS=17.3, Synergy_ZIP=-12.2, Synergy_Bliss=-2.03, Synergy_Loewe=-2.97, Synergy_HSA=-1.43. (2) Drug 1: COC1=C(C=C2C(=C1)N=CN=C2NC3=CC(=C(C=C3)F)Cl)OCCCN4CCOCC4. Drug 2: C(CCl)NC(=O)N(CCCl)N=O. Cell line: SNB-19. Synergy scores: CSS=13.1, Synergy_ZIP=-3.07, Synergy_Bliss=2.82, Synergy_Loewe=1.96, Synergy_HSA=2.32. (3) Drug 1: CC1=C2C(C(=O)C3(C(CC4C(C3C(C(C2(C)C)(CC1OC(=O)C(C(C5=CC=CC=C5)NC(=O)OC(C)(C)C)O)O)OC(=O)C6=CC=CC=C6)(CO4)OC(=O)C)O)C)O. Drug 2: C1CNP(=O)(OC1)N(CCCl)CCCl. Synergy scores: CSS=-4.95, Synergy_ZIP=2.10, Synergy_Bliss=-1.51, Synergy_Loewe=-5.45, Synergy_HSA=-6.27. Cell line: NCIH23. (4) Drug 1: C1CN(CCN1C(=O)CCBr)C(=O)CCBr. Drug 2: CC(C)NC(=O)C1=CC=C(C=C1)CNNC.Cl. Cell line: PC-3. Synergy scores: CSS=21.8, Synergy_ZIP=-9.79, Synergy_Bliss=-3.83, Synergy_Loewe=-6.00, Synergy_HSA=-4.34. (5) Drug 1: C1C(C(OC1N2C=NC3=C(N=C(N=C32)Cl)N)CO)O. Drug 2: C1=CN(C=N1)CC(O)(P(=O)(O)O)P(=O)(O)O. Cell line: T-47D. Synergy scores: CSS=7.44, Synergy_ZIP=-1.39, Synergy_Bliss=4.10, Synergy_Loewe=-4.33, Synergy_HSA=-0.768. (6) Drug 1: C1C(C(OC1N2C=C(C(=O)NC2=O)F)CO)O. Drug 2: CCCCCOC(=O)NC1=NC(=O)N(C=C1F)C2C(C(C(O2)C)O)O. Cell line: COLO 205. Synergy scores: CSS=29.0, Synergy_ZIP=0.697, Synergy_Bliss=-0.0788, Synergy_Loewe=-18.4, Synergy_HSA=0.116.